Dataset: Catalyst prediction with 721,799 reactions and 888 catalyst types from USPTO. Task: Predict which catalyst facilitates the given reaction. The catalyst class is: 47. Reactant: Cl[CH2:2][C:3]([N:5]([C:7]1[CH:12]=[CH:11][C:10]([O:13][CH2:14][O:15][CH2:16][CH2:17][Si:18]([CH3:21])([CH3:20])[CH3:19])=[CH:9][C:8]=1[Cl:22])[CH3:6])=[O:4].[C:23]([O:27][C:28](=[O:45])[CH2:29][NH:30][CH2:31][C:32]1[CH:33]=[C:34]([CH:42]=[CH:43][CH:44]=1)[C:35]([O:37][C:38]([CH3:41])([CH3:40])[CH3:39])=[O:36])([CH3:26])([CH3:25])[CH3:24].C(=O)([O-])[O-].[K+].[K+].[I-].[K+]. Product: [C:23]([O:27][C:28](=[O:45])[CH2:29][N:30]([CH2:31][C:32]1[CH:33]=[C:34]([CH:42]=[CH:43][CH:44]=1)[C:35]([O:37][C:38]([CH3:40])([CH3:39])[CH3:41])=[O:36])[CH2:2][C:3]([N:5]([C:7]1[CH:12]=[CH:11][C:10]([O:13][CH2:14][O:15][CH2:16][CH2:17][Si:18]([CH3:21])([CH3:20])[CH3:19])=[CH:9][C:8]=1[Cl:22])[CH3:6])=[O:4])([CH3:24])([CH3:25])[CH3:26].